Dataset: Full USPTO retrosynthesis dataset with 1.9M reactions from patents (1976-2016). Task: Predict the reactants needed to synthesize the given product. The reactants are: [CH3:1][O:2][C:3]([CH:5]1[CH2:10][CH2:9][CH:8]([C:11](=O)[C:12]2[CH:17]=[CH:16][CH:15]=[CH:14][C:13]=2[O:18][CH3:19])[CH2:7][CH2:6]1)=[O:4].C([SiH](CC)CC)C. Given the product [CH3:1][O:2][C:3]([CH:5]1[CH2:6][CH2:7][CH:8]([CH2:11][C:12]2[CH:17]=[CH:16][CH:15]=[CH:14][C:13]=2[O:18][CH3:19])[CH2:9][CH2:10]1)=[O:4], predict the reactants needed to synthesize it.